From a dataset of Forward reaction prediction with 1.9M reactions from USPTO patents (1976-2016). Predict the product of the given reaction. (1) The product is: [CH2:18]([N:17]([CH2:25][C:26]1[CH:31]=[CH:30][CH:29]=[CH:28][CH:27]=1)[C@H:10]1[CH2:9][C:8]2[C:13](=[CH:14][CH:15]=[CH:16][C:7]=2[C:37]2[CH:38]=[CH:39][N:34]=[CH:35][CH:36]=2)[O:12][CH2:11]1)[C:19]1[CH:24]=[CH:23][CH:22]=[CH:21][CH:20]=1. Given the reactants FC(F)(F)S(O[C:7]1[CH:16]=[CH:15][CH:14]=[C:13]2[C:8]=1[CH2:9][C@H:10]([N:17]([CH2:25][C:26]1[CH:31]=[CH:30][CH:29]=[CH:28][CH:27]=1)[CH2:18][C:19]1[CH:24]=[CH:23][CH:22]=[CH:21][CH:20]=1)[CH2:11][O:12]2)(=O)=O.[N:34]1[CH:39]=[CH:38][C:37](B(O)O)=[CH:36][CH:35]=1.P([O-])([O-])([O-])=O.[K+].[K+].[K+], predict the reaction product. (2) Given the reactants C([O:3][C:4]([C:6]1[S:7][C:8]([O:19][C:20]2[C:21]([CH3:26])=[N:22][CH:23]=[CH:24][CH:25]=2)=[C:9]2[C:17]3[N:16]([CH3:18])[N:15]=[CH:14][C:13]=3[CH2:12][CH2:11][C:10]=12)=[O:5])C.[OH-].[Na+].Cl, predict the reaction product. The product is: [CH3:18][N:16]1[C:17]2[C:9]3=[C:8]([O:19][C:20]4[C:21]([CH3:26])=[N:22][CH:23]=[CH:24][CH:25]=4)[S:7][C:6]([C:4]([OH:5])=[O:3])=[C:10]3[CH2:11][CH2:12][C:13]=2[CH:14]=[N:15]1. (3) Given the reactants [NH2:1][C:2]1[C:3]([C:7]([O:9][CH3:10])=[O:8])=[CH:4][S:5][CH:6]=1.Cl.[N:12]([O-])=O.[Na+].C([O-])([O-])=O.[K+].[K+].[CH3:22][NH:23][CH3:24], predict the reaction product. The product is: [CH3:22][N:23]([N:12]=[N:1][C:2]1[C:3]([C:7]([O:9][CH3:10])=[O:8])=[CH:4][S:5][CH:6]=1)[CH3:24]. (4) Given the reactants CC([O-])(C)C.[K+:6].[CH3:7][C@H:8]1[CH2:12][CH2:11][CH2:10][N:9]1[C:13]([C:15]1[N:16]=[C:17]([C:20]([O:22]CC)=[O:21])[S:18][CH:19]=1)=[O:14].C1COCC1, predict the reaction product. The product is: [CH3:7][C@H:8]1[CH2:12][CH2:11][CH2:10][N:9]1[C:13]([C:15]1[N:16]=[C:17]([C:20]([O-:22])=[O:21])[S:18][CH:19]=1)=[O:14].[K+:6]. (5) Given the reactants [CH2:1]([N:3]([CH2:25][CH3:26])[CH2:4][CH2:5][CH2:6][NH:7][C:8]1[N:17]=[C:16]([NH:18][CH:19]2[CH2:24][CH2:23][NH:22][CH2:21][CH2:20]2)[C:15]2[C:10](=[CH:11][CH:12]=[CH:13][CH:14]=2)[N:9]=1)[CH3:2].CN(C)CCCNC1N=C(NC2CCNCC2)C2C(=CC=CC=2)N=1.[N:51]1([C:56]2[CH:63]=[CH:62][CH:61]=[CH:60][C:57]=2[CH:58]=O)[CH:55]=[CH:54][CH:53]=[CH:52]1.[BH3-]C#N.[Na+], predict the reaction product. The product is: [N:51]1([C:56]2[CH:63]=[CH:62][CH:61]=[CH:60][C:57]=2[CH2:58][N:22]2[CH2:23][CH2:24][CH:19]([NH:18][C:16]3[C:15]4[C:10](=[CH:11][CH:12]=[CH:13][CH:14]=4)[N:9]=[C:8]([NH:7][CH2:6][CH2:5][CH2:4][N:3]([CH2:1][CH3:2])[CH2:25][CH3:26])[N:17]=3)[CH2:20][CH2:21]2)[CH:52]=[CH:53][CH:54]=[CH:55]1.